The task is: Predict which catalyst facilitates the given reaction.. This data is from Catalyst prediction with 721,799 reactions and 888 catalyst types from USPTO. (1) Reactant: Cl.Cl.[NH2:3][C:4]1[CH:5]=[C:6]([CH:10]=[CH:11][CH:12]=1)[C:7]([NH2:9])=[NH:8].[CH:13]1[CH:14]=[CH:15][C:16]([O:21][C@@H:22]2[O:27][C@H:26]([CH2:28][OH:29])[C@@H:25]([OH:30])[C@H:24]([OH:31])[C@H:23]2[OH:32])=[C:17]([CH:19]=O)[CH:18]=1.O.C1(C)C=CC(S(O)(=O)=[O:41])=CC=1.[N+:45]([CH2:47][C:48]([N:50]1[CH2:55][CH2:54][N:53]([CH3:56])[CH2:52][CH2:51]1)=[O:49])#[C-:46]. Product: [C:7]([C:6]1[CH:5]=[C:4]([NH:3][CH:19]([C:17]2[CH:18]=[CH:13][CH:14]=[CH:15][C:16]=2[O:21][CH:22]2[CH:23]([OH:32])[CH:24]([OH:31])[CH:25]([OH:30])[CH:26]([CH2:28][OH:29])[O:27]2)[C:46]([NH:45][CH2:47][C:48]([N:50]2[CH2:51][CH2:52][N:53]([CH3:56])[CH2:54][CH2:55]2)=[O:49])=[O:41])[CH:12]=[CH:11][CH:10]=1)(=[NH:9])[NH2:8]. The catalyst class is: 47. (2) Reactant: [CH3:1][C@H:2]([NH:6][CH2:7][C:8]1[CH:9]=[CH:10][C:11]([O:14][CH2:15][C:16]2[CH:17]=[CH:18][CH:19]=[CH:20][C:21]=2[F:22])=[CH:12][CH:13]=1)[C:3]([NH2:5])=[O:4].[CH3:23][S:24]([OH:27])(=[O:26])=[O:25]. Product: [CH3:1][C@H:2]([NH:6][CH2:7][C:8]1[CH:9]=[CH:10][C:11]([O:14][CH2:15][C:16]2[CH:17]=[CH:18][CH:19]=[CH:20][C:21]=2[F:22])=[CH:12][CH:13]=1)[C:3]([NH2:5])=[O:4].[CH3:23][S:24]([O-:27])(=[O:26])=[O:25]. The catalyst class is: 6. (3) Reactant: Cl[C:2]1[C:7]([C:8]#[N:9])=[CH:6][N:5]=[C:4]([S:10][CH3:11])[N:3]=1.[CH3:12][NH2:13]. Product: [CH3:12][NH:13][C:2]1[C:7]([C:8]#[N:9])=[CH:6][N:5]=[C:4]([S:10][CH3:11])[N:3]=1. The catalyst class is: 27. (4) Reactant: [C:1]([C:5]1[CH:39]=[CH:38][C:8]([CH2:9][N:10]2[C:14](=[O:15])[N:13]([CH2:16][CH3:17])[C:12]([CH2:18][CH2:19][CH2:20][C:21]3[CH:26]=[CH:25][C:24]([C:27]4[CH:32]=[CH:31][CH:30]=[C:29]([CH:33]=[CH:34][C:35]([OH:37])=[O:36])[CH:28]=4)=[CH:23][CH:22]=3)=[N:11]2)=[CH:7][CH:6]=1)([CH3:4])([CH3:3])[CH3:2]. Product: [C:1]([C:5]1[CH:6]=[CH:7][C:8]([CH2:9][N:10]2[C:14](=[O:15])[N:13]([CH2:16][CH3:17])[C:12]([CH2:18][CH2:19][CH2:20][C:21]3[CH:22]=[CH:23][C:24]([C:27]4[CH:32]=[CH:31][CH:30]=[C:29]([CH2:33][CH2:34][C:35]([OH:37])=[O:36])[CH:28]=4)=[CH:25][CH:26]=3)=[N:11]2)=[CH:38][CH:39]=1)([CH3:2])([CH3:3])[CH3:4]. The catalyst class is: 350. (5) Reactant: [CH3:1][O:2][C:3]([NH:5][C@H:6]([C:10]([N:12]1[C@@H:16]([CH3:17])[CH2:15][CH2:14][C@H:13]1[C:18]1[NH:22][C:21]2[C:23]3[C:28]([CH2:29][CH2:30][C:20]=2[N:19]=1)=[CH:27][C:26]1[C:31]2[C:36]([CH2:37][O:38][C:25]=1[CH:24]=3)=[CH:35][C:34]([C:39]1[NH:43][C:42]([C@@H:44]3[CH2:48][C@H:47]([CH2:49][O:50][CH3:51])[CH2:46][N:45]3[C:52]([O:54][C:55]([CH3:58])([CH3:57])[CH3:56])=[O:53])=[N:41][CH:40]=1)=[CH:33][CH:32]=2)=[O:11])[CH:7]([CH3:9])[CH3:8])=[O:4].CO. Product: [CH3:1][O:2][C:3]([NH:5][C@H:6]([C:10]([N:12]1[C@@H:16]([CH3:17])[CH2:15][CH2:14][C@H:13]1[C:18]1[NH:22][C:21]2[C:23]3[C:28]([CH:29]=[CH:30][C:20]=2[N:19]=1)=[CH:27][C:26]1[C:31]2[C:36]([CH2:37][O:38][C:25]=1[CH:24]=3)=[CH:35][C:34]([C:39]1[NH:43][C:42]([C@@H:44]3[CH2:48][C@H:47]([CH2:49][O:50][CH3:51])[CH2:46][N:45]3[C:52]([O:54][C:55]([CH3:58])([CH3:57])[CH3:56])=[O:53])=[N:41][CH:40]=1)=[CH:33][CH:32]=2)=[O:11])[CH:7]([CH3:9])[CH3:8])=[O:4]. The catalyst class is: 177. (6) Product: [F:1][C:2]([F:11])([F:12])[C:3]1[CH:8]=[CH:7][C:6]2[NH:9][C:13]([CH2:14][CH2:15][CH2:16][CH2:17][OH:18])=[N:10][C:5]=2[CH:4]=1. The catalyst class is: 33. Reactant: [F:1][C:2]([F:12])([F:11])[C:3]1[CH:8]=[CH:7][C:6]([NH2:9])=[C:5]([NH2:10])[CH:4]=1.[C:13]1(=O)[O:18][CH2:17][CH2:16][CH2:15][CH2:14]1.